This data is from Forward reaction prediction with 1.9M reactions from USPTO patents (1976-2016). The task is: Predict the product of the given reaction. (1) Given the reactants C([O:8][CH2:9][CH2:10][C@H:11]([OH:17])[C:12]([CH3:16])([CH3:15])[C:13]#[N:14])C1C=CC=CC=1, predict the reaction product. The product is: [OH:8][CH2:9][CH2:10][C@H:11]([OH:17])[C:12]([CH3:16])([CH3:15])[C:13]#[N:14]. (2) Given the reactants [Cl:1][C:2]1[CH:3]=[CH:4][CH:5]=[C:6]2[C:10]=1[C:9](=[O:11])[N:8]([C:12]1[CH:13]=[C:14]([CH:32]=[CH:33][CH:34]=1)[C:15]([NH:17][CH2:18][CH2:19][CH:20]1[CH2:25][CH2:24][N:23]([C:26]3[CH:31]=[CH:30][N:29]=[CH:28][CH:27]=3)[CH2:22][CH2:21]1)=[O:16])[CH2:7]2.[NH2:35][CH2:36]CC1CCN(C2C=CN=C(C#N)C=2)CC1.ClC1C=CC=C2C=1C(=O)N(C1C=C(C=CC=1)C(O)=O)C2, predict the reaction product. The product is: [Cl:1][C:2]1[CH:3]=[CH:4][CH:5]=[C:6]2[C:10]=1[C:9](=[O:11])[N:8]([C:12]1[CH:13]=[C:14]([CH:32]=[CH:33][CH:34]=1)[C:15]([NH:17][CH2:18][CH2:19][CH:20]1[CH2:21][CH2:22][N:23]([C:26]3[CH:27]=[CH:28][N:29]=[C:30]([C:36]#[N:35])[CH:31]=3)[CH2:24][CH2:25]1)=[O:16])[CH2:7]2.